This data is from Catalyst prediction with 721,799 reactions and 888 catalyst types from USPTO. The task is: Predict which catalyst facilitates the given reaction. (1) Reactant: [O:1]=[C:2]1[C:11]2[C:10]([C:12]([F:15])([F:14])[F:13])=[CH:9][CH:8]=[CH:7][C:6]=2[C@H:5]2[CH2:16][N:17](C(OC(C)(C)C)=O)[CH2:18][C@@H:4]2[NH:3]1.[ClH:26]. Product: [ClH:26].[F:15][C:12]([F:13])([F:14])[C:10]1[C:11]2[C:2](=[O:1])[NH:3][C@H:4]3[CH2:18][NH:17][CH2:16][C@@H:5]3[C:6]=2[CH:7]=[CH:8][CH:9]=1. The catalyst class is: 12. (2) Reactant: [CH2:1]([C:5]1[C:9](/[CH:10]=[CH:11]/[C:12]2[S:13][C:14]([C:18]([OH:20])=O)=[C:15]([CH3:17])[N:16]=2)=[C:8]([CH3:21])[O:7][N:6]=1)[CH2:2][CH2:3][CH3:4].Cl.[F:23][C:24]1([F:28])[CH2:27][NH:26][CH2:25]1.ON1C(=O)CCC1=O.C(N(CC)CC)C. The catalyst class is: 18. Product: [CH2:1]([C:5]1[C:9](/[CH:10]=[CH:11]/[C:12]2[S:13][C:14]([C:18]([N:26]3[CH2:27][C:24]([F:28])([F:23])[CH2:25]3)=[O:20])=[C:15]([CH3:17])[N:16]=2)=[C:8]([CH3:21])[O:7][N:6]=1)[CH2:2][CH2:3][CH3:4].